This data is from Reaction yield outcomes from USPTO patents with 853,638 reactions. The task is: Predict the reaction yield, written as a fraction of the theoretical maximum amount of product (1.0 means a 100% yield; for example, 0.34 means a 34% yield). (1) The reactants are C([O:3][C:4](=O)[CH2:5][CH2:6][C:7]1[CH:12]=[CH:11][C:10]([CH2:13][N:14]2[CH:19]=[C:18]([CH3:20])[C:17](=[O:21])[NH:16][C:15]2=[O:22])=[CH:9][CH:8]=1)C.[NH3:24]. No catalyst specified. The product is [CH3:20][C:18]1[C:17](=[O:21])[NH:16][C:15](=[O:22])[N:14]([CH2:13][C:10]2[CH:11]=[CH:12][C:7]([CH2:6][CH2:5][C:4]([NH2:24])=[O:3])=[CH:8][CH:9]=2)[CH:19]=1. The yield is 0.900. (2) The reactants are [Cl:1][C:2]1[CH:3]=[C:4]([CH:7]=[CH:8][C:9]=1[CH3:10])[C:5]#[N:6].C1C(=O)N([Br:18])C(=O)C1. The catalyst is C(Cl)(Cl)(Cl)Cl.CC(N=NC(C#N)(C)C)(C#N)C. The product is [Br:18][CH2:10][C:9]1[CH:8]=[CH:7][C:4]([C:5]#[N:6])=[CH:3][C:2]=1[Cl:1]. The yield is 0.680.